From a dataset of Reaction yield outcomes from USPTO patents with 853,638 reactions. Predict the reaction yield, written as a fraction of the theoretical maximum amount of product (1.0 means a 100% yield; for example, 0.34 means a 34% yield). (1) The reactants are [C:1]1([C:7]2[N:11]=[C:10]([N:12]3[CH2:17][CH2:16][NH:15][CH2:14][CH2:13]3)[S:9][N:8]=2)[CH:6]=[CH:5][CH:4]=[CH:3][CH:2]=1.C(N(CC)CC)C.[C:25]([C:28]1[CH:33]=[CH:32][C:31]([N:34]=[C:35]=[O:36])=[CH:30][CH:29]=1)(=[O:27])[CH3:26]. The catalyst is O1CCCC1. The product is [C:25]([C:28]1[CH:33]=[CH:32][C:31]([NH:34][C:35]([N:15]2[CH2:16][CH2:17][N:12]([C:10]3[S:9][N:8]=[C:7]([C:1]4[CH:2]=[CH:3][CH:4]=[CH:5][CH:6]=4)[N:11]=3)[CH2:13][CH2:14]2)=[O:36])=[CH:30][CH:29]=1)(=[O:27])[CH3:26]. The yield is 0.840. (2) The reactants are [H-].[Na+].[CH3:3][CH2:4][O:5][C:6]([CH:8](P(OCC)(OCC)=O)[CH3:9])=[O:7].[CH:18]([C:21]1[CH:28]=[CH:27][C:24]([CH:25]=O)=[CH:23][CH:22]=1)([CH3:20])[CH3:19].O. The catalyst is CN(C)C=O. The product is [CH:18]([C:21]1[CH:28]=[CH:27][C:24]([CH:25]=[C:8]([CH3:9])[C:6]([O:5][CH2:4][CH3:3])=[O:7])=[CH:23][CH:22]=1)([CH3:20])[CH3:19]. The yield is 0.960. (3) The reactants are [F:1][C:2]([F:23])([F:22])[CH:3]([CH:11](C(OCC)=O)[C:12]([O:14]CC)=[O:13])[NH:4][C:5]1[CH:10]=[CH:9][CH:8]=[CH:7][CH:6]=1.[OH-].[Na+].C(O)C. The catalyst is O. The product is [F:1][C:2]([F:22])([F:23])[CH:3]([NH:4][C:5]1[CH:10]=[CH:9][CH:8]=[CH:7][CH:6]=1)[CH2:11][C:12]([OH:14])=[O:13]. The yield is 0.130. (4) The reactants are [C:1]1([C:7]#[C:8][C:9]#[C:10][C:11]2[CH:16]=[CH:15][CH:14]=[CH:13][CH:12]=2)[CH:6]=[CH:5][CH:4]=[CH:3][CH:2]=1.[Br:17][C:18]1[CH:24]=[CH:23][C:21]([NH2:22])=[CH:20][CH:19]=1. The catalyst is C(Cl)(Cl)Cl.[Cu]Cl. The product is [Br:17][C:18]1[CH:24]=[CH:23][C:21]([N:22]2[C:7]([C:1]3[CH:6]=[CH:5][CH:4]=[CH:3][CH:2]=3)=[CH:8][CH:9]=[C:10]2[C:11]2[CH:12]=[CH:13][CH:14]=[CH:15][CH:16]=2)=[CH:20][CH:19]=1. The yield is 0.735. (5) The reactants are C(N(CC)CC)C.[CH:8]1[C:13](N=C=S)=[CH:12][C:11]2[C:17]([O:19][C:20]3([C:30]4[CH:31]=[CH:32][C:33]([OH:35])=[CH:34][C:29]=4[O:28][C:22]4[CH:23]=[C:24]([OH:27])[CH:25]=[CH:26][C:21]3=4)[C:10]=2[CH:9]=1)=[O:18]. The catalyst is CN(C=O)C. The product is [CH:8]1[CH:13]=[CH:12][C:11]([C:17]([OH:19])=[O:18])=[C:10]([C:20]2[C:21]3[CH:26]=[CH:25][C:24]([OH:27])=[CH:23][C:22]=3[O:28][C:29]3[C:30]=2[CH:31]=[CH:32][C:33]([CH:34]=3)=[O:35])[CH:9]=1. The yield is 0.807. (6) The reactants are [F:1][C:2]1[CH:3]=[C:4]([C@H:10]2[CH2:14][CH2:13][CH2:12][N:11]2[C:15]2[CH:20]=[CH:19][N:18]3[N:21]=[CH:22][C:23]([C:24]([OH:26])=O)=[C:17]3[N:16]=2)[C:5]([O:8][CH3:9])=[N:6][CH:7]=1.CN(C(ON1N=NC2C=CC=NC1=2)=[N+](C)C)C.F[P-](F)(F)(F)(F)F.[NH2:51][CH2:52][CH:53]([OH:56])[CH2:54][OH:55].CCN(C(C)C)C(C)C. The catalyst is CN(C=O)C.CS(C)=O. The product is [OH:56][CH:53]([CH2:54][OH:55])[CH2:52][NH:51][C:24]([C:23]1[CH:22]=[N:21][N:18]2[CH:19]=[CH:20][C:15]([N:11]3[CH2:12][CH2:13][CH2:14][C@@H:10]3[C:4]3[C:5]([O:8][CH3:9])=[N:6][CH:7]=[C:2]([F:1])[CH:3]=3)=[N:16][C:17]=12)=[O:26]. The yield is 0.980. (7) The reactants are [C:1]([NH:8][C:9]1[S:10][CH:11]=[CH:12][C:13]=1[C:14]1[CH:19]=[CH:18][CH:17]=[CH:16][CH:15]=1)([O:3][C:4]([CH3:7])([CH3:6])[CH3:5])=[O:2].[Cl:20]N1C(=O)CCC1=O. The catalyst is ClCCl. The product is [C:1]([NH:8][C:9]1[S:10][C:11]([Cl:20])=[CH:12][C:13]=1[C:14]1[CH:19]=[CH:18][CH:17]=[CH:16][CH:15]=1)([O:3][C:4]([CH3:7])([CH3:6])[CH3:5])=[O:2]. The yield is 0.660.